This data is from Forward reaction prediction with 1.9M reactions from USPTO patents (1976-2016). The task is: Predict the product of the given reaction. Given the reactants [NH2:1][C:2]1[CH:3]=[CH:4][C:5]2[O:9][C:8]([CH2:10][CH2:11][CH2:12][CH3:13])=[CH:7][C:6]=2[CH:14]=1.O1CCCC1.[CH3:20][S:21](Cl)(=[O:23])=[O:22].N, predict the reaction product. The product is: [CH2:10]([C:8]1[O:9][C:5]2[CH:4]=[CH:3][C:2]([NH:1][S:21]([CH3:20])(=[O:23])=[O:22])=[CH:14][C:6]=2[CH:7]=1)[CH2:11][CH2:12][CH3:13].